This data is from Catalyst prediction with 721,799 reactions and 888 catalyst types from USPTO. The task is: Predict which catalyst facilitates the given reaction. (1) Product: [CH3:42][S:43]([NH:46][C:19](=[O:20])[CH2:18][CH2:17][C:14]1[S:13][C:12]([C:9]2[NH:10][C:11]3[C:7]([CH:8]=2)=[CH:6][CH:5]=[CH:4][C:3]=3[N:2]([CH3:1])[S:22]([C:25]2[S:26][CH:27]=[CH:28][CH:29]=2)(=[O:23])=[O:24])=[N:16][CH:15]=1)(=[O:45])=[O:44]. The catalyst class is: 7. Reactant: [CH3:1][N:2]([S:22]([C:25]1[S:26][CH:27]=[CH:28][CH:29]=1)(=[O:24])=[O:23])[C:3]1[CH:4]=[CH:5][CH:6]=[C:7]2[C:11]=1[NH:10][C:9]([C:12]1[S:13][C:14]([CH2:17][CH2:18][C:19](O)=[O:20])=[CH:15][N:16]=1)=[CH:8]2.C(N1C=CN=C1)(N1C=CN=C1)=O.[CH3:42][S:43]([NH2:46])(=[O:45])=[O:44].C1CCN2C(=NCCC2)CC1. (2) Product: [Cl:17][C:6]1[CH:5]=[C:4]([CH:1]([CH3:3])[CH3:2])[C:13]2[C:8](=[N:9][CH:10]=[CH:11][CH:12]=2)[N:7]=1. Reactant: [CH:1]([C:4]1[C:13]2[C:8](=[N:9][CH:10]=[CH:11][CH:12]=2)[NH:7][C:6](=O)[CH:5]=1)([CH3:3])[CH3:2].O=P(Cl)(Cl)[Cl:17]. The catalyst class is: 11.